From a dataset of Experimentally validated miRNA-target interactions with 360,000+ pairs, plus equal number of negative samples. Binary Classification. Given a miRNA mature sequence and a target amino acid sequence, predict their likelihood of interaction. (1) The miRNA is hsa-miR-4727-3p with sequence AUAGUGGGAAGCUGGCAGAUUC. The protein sequence of the target gene is MSSTESPGRTSDKSPRQQVDRLLLGLRWQRLEEPLGFIKVLQWLFAIFAFGSCGSYSGETGALVLCNNEAKDVSSIIVLFGYPFRLYQVQYEMPLCDQDSTSKTMNLMGDFSAPAEFFVTLGIFSFFYTMAALVIYLRFHKLYTENKRFPLVDFCVTVSFTFFWLVAAAAWGKGLTDVKGATRPSSLTAAMSVCHGEEAVCSAGATPSMGLANLSVLFGFINFFLWAGNCWFVFKETPWHGQGQDQGQGPSQESAAEQGAVEKQ. Result: 0 (no interaction). (2) The miRNA is hsa-miR-374a-3p with sequence CUUAUCAGAUUGUAUUGUAAUU. The protein sequence of the target gene is MSLKPRVVDFDETWNKLLTTIKAVVMLEYVERATWNDRFSDIYALCVAYPEPLGERLYTETKIFLENHVRHLHKRVLESEEQVLVMYHRYWEEYSKGADYMDCLYRYLNTQFIKKNKLTEADLQYGYGGVDMNEPLMEIGELALDMWRKLMVEPLQAILIRMLLREIKNDRGGEDPNQKVIHGVINSFVHVEQYKKKFPLKFYQEIFESPFLTETGEYYKQEASNLLQESNCSQYMEKVLGRLKDEEIRCRKYLHPSSYTKVIHECQQRMVADHLQFLHAECHNIIRQEKKNDMANMYVL.... Result: 0 (no interaction). (3) The miRNA is hsa-miR-216a-3p with sequence UCACAGUGGUCUCUGGGAUUAU. The protein sequence of the target gene is MSLFPSLPLLLLSMVAASYSETVTCEDAQKTCPAVIACSSPGINGFPGKDGRDGTKGEKGEPGQGLRGLQGPPGKLGPPGNPGPSGSPGPKGQKGDPGKSPDGDSSLAASERKALQTEMARIKKWLTFSLGKQVGNKFFLTNGEIMTFEKVKALCVKFQASVATPRNAAENGAIQNLIKEEAFLGITDEKTEGQFVDLTGNRLTYTNWNEGEPNNAGSDEDCVLLLKNGQWNDVPCSTSHLAVCEFPI. Result: 1 (interaction). (4) The miRNA is gga-miR-15b-5p with sequence UAGCAGCACAUCAUGGUUUGCA. The protein sequence of the target gene is MKKTQTWIITCIYLQLLLFNPLVKTKEICGNPVTDNVKDITKLVANLPNDYMITLNYVAGMDVLPSHCWLRDMVIQLSLSLTTLLDKFSNISEGLSNYSIIDKLGKIVDDLVLCMEENAPKNIKESPKRPETRSFTPEEFFSIFNRSIDAFKDFMVASDTSDCVLSSTLGPEKDSRVSVTKPFMLPPVAASSLRNDSSSSNRKAAKAPEDSGLQWTAMALPALISLVIGFAFGALYWKKKQSSLTRAVENIQINEEDNEISMLQQKEREFQEV. Result: 0 (no interaction). (5) The miRNA is hsa-miR-15a-5p with sequence UAGCAGCACAUAAUGGUUUGUG. The protein sequence of the target gene is MEERERGARSAGAGSPARPPSPRLDVSSDSFDPLLALYAPRLPPIPYPNAPCFNNVAEYESFLRTGVRGGGRGRGRARGAAAGSGVPAAPGPSGRTRRRPDAPAPDPERIQRLRRLMVAKEEGDGAAGAGRRGPGRSRKAPRNVLTRMPLHEGSPLGELHRCIREGVKVNVHIRTFKGLRGVCTGFLVAFDKFWNMALTDVDETYRKPVLGKAYERDSSLTLTRLFDRLKLQDSSKKEADSKSAVEDSTLSRYSQTSTWKLASVWGRADTGRGSHKRSRSVPSSLQASAREESRSELSGR.... Result: 1 (interaction). (6) The miRNA is mmu-miR-592-5p with sequence AUUGUGUCAAUAUGCGAUGAUGU. The protein sequence of the target gene is MLRPRGAEGTAVALLRLLLLLLLLGPKLRGPGLGVVGAAGAGLPESVIWAVNAGGEAHVDVHGIHFRKDPLEGRVGRASDYGMKLPILRSTPEDQILYQTERYNEETFGYEVPVKEEGDYVLVLKFAEVYFAQSQQKVFDVRLNGHVVVKDLDIFDRVGHSTAHDEIIPMSIRKGKLSVRGEVSTFTGKLYIEFVKGYYDNPKVCALYILAGTVDDVPKLQPHPGLEKKEEEEEEEEYDEGSNLKRQTNKNRVQSGPRTPNPYASDNSSLMFPILVAFGVFIPTLFCLCRL. Result: 1 (interaction). (7) The miRNA is hsa-miR-92b-3p with sequence UAUUGCACUCGUCCCGGCCUCC. The protein sequence of the target gene is MSAELNVPIDPSAPACPEPGHKGMDYRDWVRRSYLELVTSNHHSVQALSWRKLYLSRAKLKASSRTSALLSGFAMVAMVEVQLETQYQYPRPLLIAFSACTTVLVAVHLFALLISTCILPNVEAVSNIHNLNSISESPHERMHPYIELAWGFSTVLGILLFLAEVVLLCWIKFLPVDARRQPGPPPGPGSHTGWQAALVSTIIMVPVGLIFVVFTIHFYRSLVRHKTERHNREIEELHKLKVQLDGHERSLQVL. Result: 1 (interaction). (8) The miRNA is mmu-miR-3073a-3p with sequence UUGAUGUCCACUGUGACCAUAG. The protein sequence of the target gene is MDSQKYCFKENENVTVDKACFLISNITIGPESINLQQEALQRIISTLANKNDEIQNFIDTLHHTLKGVQENSSNILSELDEEFDSLYSILDEVKESMINCIKQEQARKSQELQSQISQCNNALENSEELLEFATRSLDIKEPEEFSKAARQIKDRVTMASAFRLSLKPKVSDNMTHLMVDFSQERQMLQTLKFLPVPKAPEIDPVECLVADNSVTVAWRMPEEDNKIDHFILEHRKTNFDGLPRVKDERCWEIIDNIKGTEYTLSGLKFDSKYMNFRVRACNKAVAGEYSDPVTLETKAL.... Result: 0 (no interaction). (9) The miRNA is hsa-miR-4796-3p with sequence UAAAGUGGCAGAGUAUAGACAC. The protein sequence of the target gene is MPLGAPALLALALGLGLWLGALAGDPGRGCGPCPLPCFCGPAPDAACRVNCSGRWLQTLGPSLRIPADATALDLSHNLLQTLDIGLLVNLSALVELDLSNNRISTLEEGVFANLFNLSEINLSGNPFECNCGLAWLPRWAKEHQVHVVQSEATTCRGPIPLAGQPLLSIPLLDNACGEEYVACLPDNSSGAVAAVPFYFAHEGPLETEACSAFCFSAGEGLAALSEQNQCLCGAGQASNSSAACSSWCSSISLSLNSACGGPTLLQHTFPASPGATLVGPHGPLASGQPADFHITSSLPI.... Result: 0 (no interaction).